From a dataset of Full USPTO retrosynthesis dataset with 1.9M reactions from patents (1976-2016). Predict the reactants needed to synthesize the given product. (1) Given the product [S:9]1[CH:10]=[CH:11][C:12]2[CH:4]([CH:3]=[O:2])[CH2:5][CH2:6][CH2:7][C:8]1=2, predict the reactants needed to synthesize it. The reactants are: C[O:2]/[CH:3]=[C:4]1\[CH2:5][CH2:6][CH2:7][C:8]2[S:9][CH:10]=[CH:11][C:12]\1=2.CO/C=C1/CCCC2SC=CC/1=2.O.S(=O)(=O)(O)O. (2) Given the product [Cl:1][C:2]1[CH:3]=[C:4]([C:18]([NH:20][C@H:21]([C:23]2[CH:24]=[CH:25][C:26]([C:27]([O:29][CH3:30])=[O:28])=[CH:31][CH:32]=2)[CH3:22])=[O:19])[C:5]([N:8]([CH2:9][C:10]2[CH:11]=[CH:16][C:15]([F:33])=[CH:14][CH:13]=2)[CH3:17])=[N:6][CH:7]=1, predict the reactants needed to synthesize it. The reactants are: [Cl:1][C:2]1[CH:3]=[C:4]([C:18]([NH:20][C@H:21]([C:23]2[CH:32]=[CH:31][C:26]([C:27]([O:29][CH3:30])=[O:28])=[CH:25][CH:24]=2)[CH3:22])=[O:19])[C:5]([N:8]([CH3:17])[CH2:9][CH2:10][C:11]2[CH:16]=[CH:15][CH:14]=[CH:13]C=2)=[N:6][CH:7]=1.[F:33]C1C=CC(CCN)=CC=1. (3) Given the product [N:12]1([CH2:11][C:9]2[N:10]=[C:6]3[CH:5]=[CH:4][CH:3]=[C:2]([NH:26][CH:27]4[CH2:31][CH2:30][NH:29][CH2:28]4)[N:7]3[CH:8]=2)[C@H:25]2[C@H:16]([CH2:17][CH2:18][C:19]3[C:24]2=[N:23][CH:22]=[CH:21][CH:20]=3)[CH2:15][CH2:14][CH2:13]1, predict the reactants needed to synthesize it. The reactants are: F[C:2]1[N:7]2[CH:8]=[C:9]([CH2:11][N:12]3[C@H:25]4[C@H:16]([CH2:17][CH2:18][C:19]5[C:24]4=[N:23][CH:22]=[CH:21][CH:20]=5)[CH2:15][CH2:14][CH2:13]3)[N:10]=[C:6]2[CH:5]=[CH:4][CH:3]=1.[NH2:26][CH:27]1[CH2:31][CH2:30][N:29](C(OC(C)(C)C)=O)[CH2:28]1.FC(F)(F)C(O)=O. (4) Given the product [CH3:34][CH:33]([CH3:35])[CH2:32][C:31]1[N:27]=[C:26]([CH:11]2[CH2:12][CH:13]([C:15]3[CH:16]=[CH:17][C:18]([O:21][C:22]([F:23])([F:24])[F:25])=[CH:19][CH:20]=3)[CH2:14][N:9]([C:7]([N:1]3[CH2:6][CH2:5][O:4][CH2:3][CH2:2]3)=[O:8])[CH2:10]2)[S:28][CH:30]=1, predict the reactants needed to synthesize it. The reactants are: [N:1]1([C:7]([N:9]2[CH2:14][CH:13]([C:15]3[CH:20]=[CH:19][C:18]([O:21][C:22]([F:25])([F:24])[F:23])=[CH:17][CH:16]=3)[CH2:12][CH:11]([C:26](=[S:28])[NH2:27])[CH2:10]2)=[O:8])[CH2:6][CH2:5][O:4][CH2:3][CH2:2]1.Br[CH2:30][C:31](=O)[CH2:32][CH:33]([CH3:35])[CH3:34]. (5) Given the product [S:1](=[C:2]1[C:3]2([CH2:8][CH2:7][N:6]([C:9]3[CH:14]=[CH:13][C:12]([N:15]4[CH2:19][C@H:18]([CH2:20][NH:21][C:22](=[O:24])[CH3:23])[O:17][C:16]4=[O:25])=[CH:11][C:10]=3[F:26])[CH2:5][CH2:4]2)[CH2:34]1)=[O:33], predict the reactants needed to synthesize it. The reactants are: [S:1]1[C:3]2([CH2:8][CH2:7][N:6]([C:9]3[CH:14]=[CH:13][C:12]([N:15]4[CH2:19][C@H:18]([CH2:20][NH:21][C:22](=[O:24])[CH3:23])[O:17][C:16]4=[O:25])=[CH:11][C:10]=3[F:26])[CH2:5][CH2:4]2)[CH2:2]1.I([O-])(=O)(=O)=O.[Na+].[OH2:33].[CH3:34]O. (6) Given the product [CH3:9][O:8][C:6](=[O:7])[C:5]1[CH:4]=[CH:3][C:2]([O:1][CH2:23][C:24]2[CH:29]=[CH:28][CH:27]=[CH:26][CH:25]=2)=[CH:11][CH:10]=1, predict the reactants needed to synthesize it. The reactants are: [OH:1][C:2]1[CH:11]=[CH:10][C:5]([C:6]([O:8][CH3:9])=[O:7])=[CH:4][CH:3]=1.CN(C=O)C.C(=O)([O-])[O-].[K+].[K+].[CH2:23](Br)[C:24]1[CH:29]=[CH:28][CH:27]=[CH:26][CH:25]=1. (7) Given the product [C:1]([O:5][C:6]([NH:8][C@@:9]1([C:38]([O:40][C:41]([CH3:44])([CH3:43])[CH3:42])=[O:39])[C@H:14]([O:15][CH2:16][C:17]2[CH:22]=[CH:21][C:20]([Cl:23])=[C:19]([Cl:24])[CH:18]=2)[C@@H:13]([S:25][C:26]2[N:30]=[CH:29][N:28]([CH3:45])[N:27]=2)[C@@H:12]2[C@H:10]1[C@H:11]2[C:31]([O:33][C:34]([CH3:35])([CH3:37])[CH3:36])=[O:32])=[O:7])([CH3:4])([CH3:2])[CH3:3], predict the reactants needed to synthesize it. The reactants are: [C:1]([O:5][C:6]([NH:8][C@@:9]1([C:38]([O:40][C:41]([CH3:44])([CH3:43])[CH3:42])=[O:39])[C@H:14]([O:15][CH2:16][C:17]2[CH:22]=[CH:21][C:20]([Cl:23])=[C:19]([Cl:24])[CH:18]=2)[C@@H:13]([S:25][C:26]2[N:30]=[CH:29][NH:28][N:27]=2)[C@@H:12]2[C@H:10]1[C@H:11]2[C:31]([O:33][C:34]([CH3:37])([CH3:36])[CH3:35])=[O:32])=[O:7])([CH3:4])([CH3:3])[CH3:2].[CH3:45]C(C)([O-])C.[K+].CI.Cl. (8) The reactants are: [C:1]12([NH2:11])[CH2:10][CH:5]3[CH2:6][CH:7]([CH2:9][CH:3]([CH2:4]3)[CH2:2]1)[CH2:8]2.C(O[C:17](=O)[N:18]([C:20]1[CH:25]=[CH:24][C:23]([CH:26]=O)=[CH:22][CH:21]=1)C)(C)(C)C.Cl. Given the product [C:1]12([NH:11][CH2:26][C:23]3[CH:24]=[CH:25][C:20]([NH:18][CH3:17])=[CH:21][CH:22]=3)[CH2:8][CH:7]3[CH2:6][CH:5]([CH2:4][CH:3]([CH2:9]3)[CH2:2]1)[CH2:10]2, predict the reactants needed to synthesize it. (9) Given the product [F:32][C:5]1[C:6]2[C:11](=[CH:10][CH:9]=[C:8]([S:12]([NH:15][C:16]3[S:20][N:19]=[CH:18][N:17]=3)(=[O:13])=[O:14])[CH:7]=2)[C:2]([C:37]2[CH:38]=[CH:39][C:34]([F:33])=[CH:35][C:36]=2[O:43][CH3:44])=[N:3][CH:4]=1, predict the reactants needed to synthesize it. The reactants are: Cl[C:2]1[C:11]2[C:6](=[CH:7][C:8]([S:12]([N:15](CC3C=CC(OC)=CC=3OC)[C:16]3[S:20][N:19]=[CH:18][N:17]=3)(=[O:14])=[O:13])=[CH:9][CH:10]=2)[C:5]([F:32])=[CH:4][N:3]=1.[F:33][C:34]1[CH:39]=[CH:38][C:37](B(O)O)=[C:36]([O:43][CH3:44])[CH:35]=1. (10) Given the product [Br:10][C:6]1[CH:7]=[CH:8][C:3]([O:2][CH3:1])=[CH:4][C:5]=1[CH3:9], predict the reactants needed to synthesize it. The reactants are: [CH3:1][O:2][C:3]1[CH:8]=[CH:7][CH:6]=[C:5]([CH3:9])[CH:4]=1.[Br:10]N1C(=O)CCC1=O.